From a dataset of Catalyst prediction with 721,799 reactions and 888 catalyst types from USPTO. Predict which catalyst facilitates the given reaction. Reactant: [O:1]=[S:2]1(=[O:57])[CH2:7][C@@H:6]2[CH2:8][C@H:3]1[CH2:4][N:5]2[CH2:9][CH2:10][NH:11][C@:12]12[CH2:53][CH2:52][C@@H:51]([C:54]([CH3:56])=[CH2:55])[C@@H:13]1[C@@H:14]1[C@@:27]([CH3:30])([CH2:28][CH2:29]2)[C@@:26]2([CH3:31])[C@@H:17]([C@:18]3([CH3:50])[C@@H:23]([CH2:24][CH2:25]2)[C:22]([CH3:33])([CH3:32])[C:21]([C:34]2[CH2:39][CH2:38][C@@H:37]([C:40]([O:42]CC4C=CC=CC=4)=[O:41])[CH2:36][CH:35]=2)=[CH:20][CH2:19]3)[CH2:16][CH2:15]1.[OH-].[Li+]. Product: [O:57]=[S:2]1(=[O:1])[CH2:7][C@@H:6]2[CH2:8][C@H:3]1[CH2:4][N:5]2[CH2:9][CH2:10][NH:11][C@:12]12[CH2:53][CH2:52][C@@H:51]([C:54]([CH3:56])=[CH2:55])[C@@H:13]1[C@@H:14]1[C@@:27]([CH3:30])([CH2:28][CH2:29]2)[C@@:26]2([CH3:31])[C@@H:17]([C@:18]3([CH3:50])[C@@H:23]([CH2:24][CH2:25]2)[C:22]([CH3:32])([CH3:33])[C:21]([C:34]2[CH2:39][CH2:38][C@@H:37]([C:40]([OH:42])=[O:41])[CH2:36][CH:35]=2)=[CH:20][CH2:19]3)[CH2:16][CH2:15]1. The catalyst class is: 36.